Dataset: NCI-60 drug combinations with 297,098 pairs across 59 cell lines. Task: Regression. Given two drug SMILES strings and cell line genomic features, predict the synergy score measuring deviation from expected non-interaction effect. (1) Drug 1: CC(C1=C(C=CC(=C1Cl)F)Cl)OC2=C(N=CC(=C2)C3=CN(N=C3)C4CCNCC4)N. Drug 2: CC12CCC(CC1=CCC3C2CCC4(C3CC=C4C5=CN=CC=C5)C)O. Cell line: EKVX. Synergy scores: CSS=7.37, Synergy_ZIP=-1.79, Synergy_Bliss=0.133, Synergy_Loewe=-2.01, Synergy_HSA=-1.64. (2) Drug 2: CC(CN1CC(=O)NC(=O)C1)N2CC(=O)NC(=O)C2. Drug 1: CC(C1=C(C=CC(=C1Cl)F)Cl)OC2=C(N=CC(=C2)C3=CN(N=C3)C4CCNCC4)N. Cell line: SNB-19. Synergy scores: CSS=21.4, Synergy_ZIP=-2.70, Synergy_Bliss=-0.179, Synergy_Loewe=0.702, Synergy_HSA=0.619. (3) Synergy scores: CSS=62.9, Synergy_ZIP=-4.98, Synergy_Bliss=0.746, Synergy_Loewe=-1.44, Synergy_HSA=-0.357. Cell line: OVCAR-5. Drug 1: C1C(C(OC1N2C=C(C(=O)NC2=O)F)CO)O. Drug 2: CC1=C2C(C(=O)C3(C(CC4C(C3C(C(C2(C)C)(CC1OC(=O)C(C(C5=CC=CC=C5)NC(=O)C6=CC=CC=C6)O)O)OC(=O)C7=CC=CC=C7)(CO4)OC(=O)C)O)C)OC(=O)C. (4) Drug 1: CS(=O)(=O)C1=CC(=C(C=C1)C(=O)NC2=CC(=C(C=C2)Cl)C3=CC=CC=N3)Cl. Drug 2: C1=CC(=C2C(=C1NCCNCCO)C(=O)C3=C(C=CC(=C3C2=O)O)O)NCCNCCO. Cell line: SK-MEL-2. Synergy scores: CSS=55.3, Synergy_ZIP=11.5, Synergy_Bliss=12.2, Synergy_Loewe=-44.7, Synergy_HSA=8.84. (5) Drug 1: CCN(CC)CCCC(C)NC1=C2C=C(C=CC2=NC3=C1C=CC(=C3)Cl)OC. Drug 2: C1CN(CCN1C(=O)CCBr)C(=O)CCBr. Cell line: LOX IMVI. Synergy scores: CSS=46.2, Synergy_ZIP=0.136, Synergy_Bliss=0.478, Synergy_Loewe=0.610, Synergy_HSA=5.24. (6) Cell line: MDA-MB-435. Drug 2: CCCCC(=O)OCC(=O)C1(CC(C2=C(C1)C(=C3C(=C2O)C(=O)C4=C(C3=O)C=CC=C4OC)O)OC5CC(C(C(O5)C)O)NC(=O)C(F)(F)F)O. Synergy scores: CSS=4.84, Synergy_ZIP=-0.410, Synergy_Bliss=1.99, Synergy_Loewe=0.167, Synergy_HSA=-0.439. Drug 1: C1=C(C(=O)NC(=O)N1)N(CCCl)CCCl. (7) Drug 1: CN1CCC(CC1)COC2=C(C=C3C(=C2)N=CN=C3NC4=C(C=C(C=C4)Br)F)OC. Drug 2: C1=CC(=CC=C1CCC2=CNC3=C2C(=O)NC(=N3)N)C(=O)NC(CCC(=O)O)C(=O)O. Cell line: SF-539. Synergy scores: CSS=43.0, Synergy_ZIP=3.40, Synergy_Bliss=2.67, Synergy_Loewe=-0.698, Synergy_HSA=4.05. (8) Drug 1: CC12CCC(CC1=CCC3C2CCC4(C3CC=C4C5=CN=CC=C5)C)O. Drug 2: CN1C(=O)N2C=NC(=C2N=N1)C(=O)N. Cell line: NCI-H522. Synergy scores: CSS=-4.61, Synergy_ZIP=2.04, Synergy_Bliss=-4.56, Synergy_Loewe=-13.5, Synergy_HSA=-10.1.